From a dataset of Reaction yield outcomes from USPTO patents with 853,638 reactions. Predict the reaction yield, written as a fraction of the theoretical maximum amount of product (1.0 means a 100% yield; for example, 0.34 means a 34% yield). (1) The reactants are [Br:1][C:2]1[CH:3]=[C:4]([NH:10][C:11]2[N:16]=[CH:15][C:14]([N:17]3[CH:22]4[CH2:23][CH2:24][CH:18]3[CH2:19][N:20](C(OC(C)(C)C)=O)[CH2:21]4)=[CH:13][CH:12]=2)[C:5](=[O:9])[N:6]([CH3:8])[CH:7]=1. The catalyst is Cl.O1CCOCC1. The product is [CH:18]12[N:17]([C:14]3[CH:13]=[CH:12][C:11]([NH:10][C:4]4[C:5](=[O:9])[N:6]([CH3:8])[CH:7]=[C:2]([Br:1])[CH:3]=4)=[N:16][CH:15]=3)[CH:22]([CH2:23][CH2:24]1)[CH2:21][NH:20][CH2:19]2. The yield is 0.980. (2) The reactants are [O:1]=[C:2]1[N:6]2[CH2:7][CH2:8][N:9]([C:11]([C:13]3[CH:20]=[CH:19][C:16]([CH:17]=O)=[CH:15][CH:14]=3)=[O:12])[CH2:10][CH:5]2[C:4]([C:27]2[CH:32]=[CH:31][CH:30]=[CH:29][CH:28]=2)([C:21]2[CH:26]=[CH:25][CH:24]=[CH:23][CH:22]=2)[O:3]1.[NH:33]1[CH2:38][CH:37]=[CH:36][CH2:35][CH2:34]1.C(O[BH-](OC(=O)C)OC(=O)C)(=O)C.[Na+]. The catalyst is O1CCCC1.O. The product is [N:33]1([CH2:17][C:16]2[CH:19]=[CH:20][C:13]([C:11]([N:9]3[CH2:8][CH2:7][N:6]4[C:2](=[O:1])[O:3][C:4]([C:27]5[CH:28]=[CH:29][CH:30]=[CH:31][CH:32]=5)([C:21]5[CH:22]=[CH:23][CH:24]=[CH:25][CH:26]=5)[CH:5]4[CH2:10]3)=[O:12])=[CH:14][CH:15]=2)[CH2:34][CH:35]=[CH:36][CH2:37][CH2:38]1. The yield is 0.410. (3) The reactants are [N:1]1[CH:6]=[CH:5][CH:4]=[CH:3][C:2]=1[C:7]([OH:9])=O.C(C1NC=CN=1)(C1NC=CN=1)=O.[C:22]1([NH:28][C:29]2[N:34]=[C:33]([NH2:35])[N:32]=[C:31]([C:36]3[N:40]=C(C4SC=CN=4)O[N:37]=3)[N:30]=2)[CH:27]=[CH:26][CH:25]=[CH:24][CH:23]=1. The catalyst is N1C=CC=CC=1. The product is [C:22]1([NH:28][C:29]2[N:34]=[C:33]([NH2:35])[N:32]=[C:31]([C:36]3[N:37]=[C:7]([C:2]4[CH:3]=[CH:4][CH:5]=[CH:6][N:1]=4)[O:9][N:40]=3)[N:30]=2)[CH:23]=[CH:24][CH:25]=[CH:26][CH:27]=1. The yield is 0.540. (4) The reactants are ClC(Cl)(O[C:5](=[O:11])OC(Cl)(Cl)Cl)Cl.[CH3:13][N:14]1[CH:19]2[CH2:20][CH2:21][CH:15]1[CH2:16][CH:17]([O:22][C:23]1[N:28]=[C:27]([N:29]3[CH2:34][CH2:33][O:32][CH2:31][CH2:30]3)[N:26]=[C:25]([C:35]3[CH:40]=[CH:39][C:38]([NH2:41])=[CH:37][CH:36]=3)[N:24]=1)[CH2:18]2.[NH2:42][C:43]1[CH:48]=[CH:47][N:46]=[CH:45][CH:44]=1.CCN(CC)CC. The catalyst is C(Cl)Cl. The product is [CH3:13][N:14]1[CH:15]2[CH2:21][CH2:20][CH:19]1[CH2:18][CH:17]([O:22][C:23]1[N:28]=[C:27]([N:29]3[CH2:30][CH2:31][O:32][CH2:33][CH2:34]3)[N:26]=[C:25]([C:35]3[CH:36]=[CH:37][C:38]([NH:41][C:5]([NH:42][C:43]4[CH:48]=[CH:47][N:46]=[CH:45][CH:44]=4)=[O:11])=[CH:39][CH:40]=3)[N:24]=1)[CH2:16]2. The yield is 0.220. (5) The reactants are [CH3:1][O:2][C:3](=[O:23])[NH:4][CH2:5][C@H:6]([CH2:11][C:12](=[O:22])[NH:13][C@H](C1C=CC=CC=1)C)[CH2:7][CH:8]([CH3:10])[CH3:9].O1CCCC1.N.[Na]. The catalyst is O. The product is [CH3:1][O:2][C:3](=[O:23])[NH:4][CH2:5][C@H:6]([CH2:11][C:12](=[O:22])[NH2:13])[CH2:7][CH:8]([CH3:9])[CH3:10]. The yield is 0.600. (6) The reactants are Cl[C:2]1[C:11]2[C:6](=[CH:7][C:8]([F:15])=[C:9]([N+:12]([O-:14])=[O:13])[CH:10]=2)[N:5]=[CH:4][N:3]=1.[C:16]([C:18]1[CH:19]=[C:20]([NH2:24])[CH:21]=[CH:22][CH:23]=1)#[CH:17]. The catalyst is C(O)(C)C. The product is [C:16]([C:18]1[CH:19]=[C:20]([NH:24][C:2]2[C:11]3[C:6](=[CH:7][C:8]([F:15])=[C:9]([N+:12]([O-:14])=[O:13])[CH:10]=3)[N:5]=[CH:4][N:3]=2)[CH:21]=[CH:22][CH:23]=1)#[CH:17]. The yield is 0.950. (7) The yield is 0.310. The reactants are [F:1][C:2]1[CH:7]=[CH:6][C:5]([C:8]2[N:12]3[CH:13]=[CH:14][C:15]([C:17]([F:20])([F:19])[F:18])=[N:16][C:11]3=[N:10][CH:9]=2)=[CH:4][C:3]=1[C:21]1[CH:22]=[N:23][C:24]([O:27]C)=[CH:25][CH:26]=1.B(Br)(Br)Br.ClCCl. The product is [F:1][C:2]1[CH:7]=[CH:6][C:5]([C:8]2[N:12]3[CH:13]=[CH:14][C:15]([C:17]([F:20])([F:18])[F:19])=[N:16][C:11]3=[N:10][CH:9]=2)=[CH:4][C:3]=1[C:21]1[CH:26]=[CH:25][C:24]([OH:27])=[N:23][CH:22]=1. The catalyst is O1CCOCC1.